Dataset: Full USPTO retrosynthesis dataset with 1.9M reactions from patents (1976-2016). Task: Predict the reactants needed to synthesize the given product. (1) Given the product [CH3:46][O:45][CH2:44][CH2:43][N:6]1[CH2:5][CH2:10][N:9]([C:12]2[N:17]=[C:16]([C:18]3[CH:23]=[CH:22][CH:21]=[CH:20][CH:19]=3)[N:15]=[C:14]([C:24]([NH:26][C:27]3[CH:32]=[CH:31][CH:30]=[CH:29][C:28]=3[C:33]3[S:34][C:35]4[CH:36]=[N:37][CH:38]=[CH:39][C:40]=4[N:41]=3)=[O:25])[CH:13]=2)[CH2:8][CH2:7]1, predict the reactants needed to synthesize it. The reactants are: COCC[CH:5]1[CH2:10][NH:9][CH2:8][CH2:7][NH:6]1.Cl[C:12]1[N:17]=[C:16]([C:18]2[CH:23]=[CH:22][CH:21]=[CH:20][CH:19]=2)[N:15]=[C:14]([C:24]([NH:26][C:27]2[CH:32]=[CH:31][CH:30]=[CH:29][C:28]=2[C:33]2[S:34][C:35]3[CH:36]=[N:37][CH:38]=[CH:39][C:40]=3[N:41]=2)=[O:25])[CH:13]=1.C1[CH2:46][O:45][CH2:44][CH2:43]1. (2) Given the product [CH:1]1[C:10]2[C:5](=[CH:6][CH:7]=[CH:8][CH:9]=2)[CH:4]=[CH:3][C:2]=1[CH2:11][O:12][CH:13]1[CH:18]([O:19][C:20]2[CH:25]=[CH:24][CH:23]=[CH:22][CH:21]=2)[CH2:17][CH2:16][NH:15][CH2:14]1, predict the reactants needed to synthesize it. The reactants are: [CH:1]1[C:10]2[C:5](=[CH:6][CH:7]=[CH:8][CH:9]=2)[CH:4]=[CH:3][C:2]=1[CH2:11][O:12][CH:13]1[CH:18]([O:19][C:20]2[CH:25]=[CH:24][CH:23]=[CH:22][CH:21]=2)[CH2:17][CH2:16][N:15](C(OCC2C=CC=CC=2)=O)[CH2:14]1.C(C(C(C([O-])=O)O)O)([O-])=O.[Na+].[K+]. (3) The reactants are: [F:1][C:2]([C:5]1[CH:6]=[C:7]([N:11]=C(C2C=CC=CC=2)C2C=CC=CC=2)[CH:8]=[N:9][CH:10]=1)([F:4])[CH3:3].O.Cl.C1COCC1. Given the product [F:1][C:2]([C:5]1[CH:6]=[C:7]([NH2:11])[CH:8]=[N:9][CH:10]=1)([F:4])[CH3:3], predict the reactants needed to synthesize it.